This data is from Experimental lipophilicity measurements (octanol/water distribution) for 4,200 compounds from AstraZeneca. The task is: Regression/Classification. Given a drug SMILES string, predict its absorption, distribution, metabolism, or excretion properties. Task type varies by dataset: regression for continuous measurements (e.g., permeability, clearance, half-life) or binary classification for categorical outcomes (e.g., BBB penetration, CYP inhibition). For this dataset (lipophilicity_astrazeneca), we predict Y. (1) The drug is Cc1[nH]c(C(=O)NC2CCN(c3ncc(C(=O)O)s3)CC2)c(Cl)c1Cl. The Y is 0.0200 logD. (2) The drug is COC(=O)CCC(=O)Nc1ccc2c(c1)C(=O)C(=O)c1cc(NC(=O)CCC(=O)OC)ccc1-2. The Y is 2.67 logD. (3) The drug is CNC(=O)c1cccc2c1c(Sc1ccc(Cl)cc1)c(C)n2CC(=O)O. The Y is -0.890 logD. (4) The compound is COc1cc(N2CCN(CCO)CC2)ccc1Nc1ncc(Cl)c(-c2cnc3ccccn23)n1. The Y is 3.20 logD. (5) The drug is NC(=O)c1nnn(-c2ccccc2)c1N. The Y is 0.740 logD.